From a dataset of Reaction yield outcomes from USPTO patents with 853,638 reactions. Predict the reaction yield, written as a fraction of the theoretical maximum amount of product (1.0 means a 100% yield; for example, 0.34 means a 34% yield). (1) The reactants are C[O:2][C:3]([C:5]1[CH:15]=[CH:14][C:8]2[O:9][C:10]([F:13])([F:12])[O:11][C:7]=2[CH:6]=1)=O.[H-].[Al+3].[Li+].[H-].[H-].[H-].O.[OH-].[Na+]. The catalyst is O1CCCC1. The product is [F:13][C:10]1([F:12])[O:9][C:8]2[CH:14]=[CH:15][C:5]([CH2:3][OH:2])=[CH:6][C:7]=2[O:11]1. The yield is 0.760. (2) The catalyst is CO.[Cl-].[Zn+2].[Cl-]. The reactants are [NH:1]1[CH2:4][CH:3]([C:5]2[CH:6]=[CH:7][C:8]([NH:11][C:12]3[C:13](=[O:20])[N:14]([CH3:19])[CH:15]=[C:16]([Br:18])[CH:17]=3)=[N:9][CH:10]=2)[CH2:2]1.[O:21]1[CH2:24][C:23](=O)[CH2:22]1.[BH3-]C#N.[Na+]. The product is [Br:18][C:16]1[CH:17]=[C:12]([NH:11][C:8]2[CH:7]=[CH:6][C:5]([CH:3]3[CH2:4][N:1]([CH:23]4[CH2:24][O:21][CH2:22]4)[CH2:2]3)=[CH:10][N:9]=2)[C:13](=[O:20])[N:14]([CH3:19])[CH:15]=1. The yield is 0.850. (3) The yield is 0.860. The reactants are [CH:1]([NH:4][C:5]1[C:10]([NH2:11])=[CH:9][N:8]=[C:7]([NH:12][C:13]2[CH:18]=[CH:17][N:16]=[C:15]([N:19]3[CH2:24][CH2:23][CH:22]([O:25][CH3:26])[CH2:21][CH2:20]3)[N:14]=2)[CH:6]=1)([CH3:3])[CH3:2].C1(C)C=CC(S(O)(=O)=O)=CC=1.[Cl:38][CH2:39][C:40](OC)(OC)OC. The product is [Cl:38][CH2:39][C:40]1[N:4]([CH:1]([CH3:3])[CH3:2])[C:5]2[CH:6]=[C:7]([NH:12][C:13]3[CH:18]=[CH:17][N:16]=[C:15]([N:19]4[CH2:24][CH2:23][CH:22]([O:25][CH3:26])[CH2:21][CH2:20]4)[N:14]=3)[N:8]=[CH:9][C:10]=2[N:11]=1. No catalyst specified. (4) The yield is 0.460. The product is [C:19]1(/[CH:18]=[CH:17]\[C:14]2[CH:15]=[C:16]3[C:11](=[CH:12][CH:13]=2)[NH:10][N:9]=[C:8]3[C:5]2[CH:4]=[CH:3][C:2]([F:1])=[CH:7][CH:6]=2)[CH:20]=[CH:21][CH:22]=[CH:23][CH:24]=1. The catalyst is C(OCC)(=O)C.[Pd]. The reactants are [F:1][C:2]1[CH:7]=[CH:6][C:5]([C:8]2[C:16]3[C:11](=[CH:12][CH:13]=[C:14]([C:17]#[C:18][C:19]4[CH:24]=[CH:23][CH:22]=[CH:21][CH:20]=4)[CH:15]=3)[NH:10][N:9]=2)=[CH:4][CH:3]=1.N1C2C(=CC=CC=2)C=CC=1. (5) The reactants are O(C1C=C(C=CC=1)C[O:12][C:13]12[CH2:19][C:16]([CH2:20][CH:21]3[CH2:23][CH:22]3[C:24]([O:26][CH3:27])=[O:25])([CH2:17][CH2:18]1)[CH2:15][CH2:14]2)C1C=CC=CC=1. The catalyst is CO.[Pd]. The product is [OH:12][C:13]12[CH2:19][C:16]([CH2:20][CH:21]3[CH2:23][CH:22]3[C:24]([O:26][CH3:27])=[O:25])([CH2:17][CH2:18]1)[CH2:15][CH2:14]2. The yield is 0.960. (6) The reactants are Cl.[N:2]1[CH:7]=[CH:6][CH:5]=[CH:4][C:3]=1[C:8](Cl)=[O:9].Cl.[CH3:12][O:13][C:14](=[O:21])[CH:15]([NH2:20])[C:16]([O:18][CH3:19])=[O:17].C(N(CC)CC)C.C(=O)([O-])O.[Na+]. The catalyst is ClCCl. The product is [CH3:12][O:13][C:14](=[O:21])[CH:15]([NH:20][C:8]([C:3]1[CH:4]=[CH:5][CH:6]=[CH:7][N:2]=1)=[O:9])[C:16]([O:18][CH3:19])=[O:17]. The yield is 0.840. (7) The reactants are [C:1]([O:11][C:12]([C:15]([CH2:18][CH2:19]I)([F:17])[F:16])([F:14])[F:13])([C:4]([C:7]([F:10])([F:9])[F:8])([F:6])[F:5])([F:3])[F:2].CNC=[O:24].O. The catalyst is CCOCC. The product is [C:1]([O:11][C:12]([C:15]([CH2:18][CH2:19][OH:24])([F:17])[F:16])([F:14])[F:13])([C:4]([C:7]([F:10])([F:9])[F:8])([F:6])[F:5])([F:3])[F:2]. The yield is 0.850. (8) The reactants are COC([N:5]1[CH2:10][CH:9]([CH2:11][CH:12]([CH2:15][C:16]2[CH:21]=[CH:20][C:19]([F:22])=[CH:18][C:17]=2[F:23])[CH2:13][CH3:14])[C:8](=[O:24])N(C)C1C(C)(C)C)=O.Cl.[O:31]1CCOCC1. No catalyst specified. The product is [NH2:5][CH2:10][C@@H:9]([CH2:11][C@H:12]([CH2:15][C:16]1[CH:21]=[CH:20][C:19]([F:22])=[CH:18][C:17]=1[F:23])[CH2:13][CH3:14])[C:8]([OH:24])=[O:31]. The yield is 0.240. (9) The reactants are [NH:1]1[C:11]2[C:6](=[CH:7][CH:8]=[CH:9][CH:10]=2)[C:4](=[O:5])[C:2]1=[O:3].[H-].[Na+].Br[CH2:15][C:16]1[C:17]2[CH:24]=[C:23]([Cl:25])[CH:22]=[CH:21][C:18]=2[S:19][CH:20]=1. The catalyst is O1CCOCC1. The product is [Cl:25][C:23]1[CH:22]=[CH:21][C:18]2[S:19][CH:20]=[C:16]([CH2:15][N:1]3[C:11]4[C:6](=[CH:7][CH:8]=[CH:9][CH:10]=4)[C:4](=[O:5])[C:2]3=[O:3])[C:17]=2[CH:24]=1. The yield is 0.450. (10) The reactants are [Br:1][C:2]1[C:23]([O:24]C)=[CH:22][C:5]2[C:6]([CH3:21])([CH3:20])[C:7]3[NH:8][C:9]4[C:14]([C:15]=3[C:16](=[O:17])[C:4]=2[CH:3]=1)=[CH:13][CH:12]=[C:11]([C:18]#[N:19])[CH:10]=4.C[O-].[Na+].C(S)CCCCCCCCCCC.Cl. The catalyst is CN1C(=O)CCC1. The product is [Br:1][C:2]1[C:23]([OH:24])=[CH:22][C:5]2[C:6]([CH3:21])([CH3:20])[C:7]3[NH:8][C:9]4[C:14]([C:15]=3[C:16](=[O:17])[C:4]=2[CH:3]=1)=[CH:13][CH:12]=[C:11]([C:18]#[N:19])[CH:10]=4. The yield is 0.650.